The task is: Predict the product of the given reaction.. This data is from Forward reaction prediction with 1.9M reactions from USPTO patents (1976-2016). (1) Given the reactants [CH2:1]([O:3][C:4](=[O:13])[CH2:5][C:6]1[CH:11]=[CH:10][CH:9]=[C:8]([NH2:12])[CH:7]=1)[CH3:2].[CH:14](O)=[O:15], predict the reaction product. The product is: [CH2:1]([O:3][C:4](=[O:13])[CH2:5][C:6]1[CH:11]=[CH:10][CH:9]=[C:8]([NH:12][CH:14]=[O:15])[CH:7]=1)[CH3:2]. (2) The product is: [CH3:1][C:2]1[C:6]([CH2:7][S:8][CH2:9][C:10]([N:23]2[CH2:24][CH2:25][N:20]([C:15]3[CH:16]=[CH:17][CH:18]=[CH:19][C:14]=3[CH3:26])[CH2:21][CH2:22]2)=[O:12])=[C:5]([CH3:13])[O:4][N:3]=1. Given the reactants [CH3:1][C:2]1[C:6]([CH2:7][S:8][CH2:9][C:10]([OH:12])=O)=[C:5]([CH3:13])[O:4][N:3]=1.[C:14]1([CH3:26])[CH:19]=[CH:18][CH:17]=[CH:16][C:15]=1[N:20]1[CH2:25][CH2:24][NH:23][CH2:22][CH2:21]1.CCN(CC)CC.C(P1(=O)OP(CCC)(=O)OP(CCC)(=O)O1)CC, predict the reaction product.